This data is from Forward reaction prediction with 1.9M reactions from USPTO patents (1976-2016). The task is: Predict the product of the given reaction. (1) Given the reactants CN(C)[S:3]([C:6]1[CH:7]=[C:8]([CH:31]=[C:32]([C:34]([F:37])([F:36])[F:35])[CH:33]=1)[C:9]([N:11]([CH2:26][C:27]([O:29][CH3:30])=[O:28])[C:12]1[CH:13]=[N:14][CH:15]=[CH:16][C:17]=1[C:18]1[C:19]([O:24][CH3:25])=[N:20][CH:21]=[CH:22][CH:23]=1)=[O:10])(=[O:5])=[O:4].[CH3:39]S(C1C=C(C=C(C(F)(F)F)C=1)C(O)=O)(=O)=O, predict the reaction product. The product is: [CH3:30][O:29][C:27](=[O:28])[CH2:26][N:11]([C:9](=[O:10])[C:8]1[CH:31]=[C:32]([C:34]([F:37])([F:35])[F:36])[CH:33]=[C:6]([S:3]([CH3:39])(=[O:5])=[O:4])[CH:7]=1)[C:12]1[CH:13]=[N:14][CH:15]=[CH:16][C:17]=1[C:18]1[C:19]([O:24][CH3:25])=[N:20][CH:21]=[CH:22][CH:23]=1. (2) Given the reactants [Br:1][C:2]1[CH:3]=[CH:4][C:5]([OH:10])=[C:6]([CH:9]=1)[CH:7]=O.Br[CH2:12][C:13]([O:15][CH2:16][CH3:17])=[O:14].C([O-])([O-])=O.[K+].[K+].C1CCN2C(=NCCC2)CC1, predict the reaction product. The product is: [CH2:16]([O:15][C:13]([C:12]1[O:10][C:5]2[CH:4]=[CH:3][C:2]([Br:1])=[CH:9][C:6]=2[CH:7]=1)=[O:14])[CH3:17]. (3) The product is: [CH3:1][O:2][C:3](=[O:27])[CH2:4][O:5][C:6]1[CH:15]=[CH:14][C:13]([Cl:16])=[C:12]2[C:7]=1[C:8]([CH3:26])=[C:9]([CH2:18][C:19]1[CH:20]=[CH:21][C:22]([F:25])=[CH:23][CH:24]=1)[C:10]([O:17][CH:40]([CH3:42])[CH3:41])=[N:11]2. Given the reactants [CH3:1][O:2][C:3](=[O:27])[CH2:4][O:5][C:6]1[CH:15]=[CH:14][C:13]([Cl:16])=[C:12]2[C:7]=1[C:8]([CH3:26])=[C:9]([CH2:18][C:19]1[CH:24]=[CH:23][C:22]([F:25])=[CH:21][CH:20]=1)[C:10](=[O:17])[NH:11]2.CN(C)C=O.C(=O)([O-])[O-].[K+].[K+].I[CH:40]([CH3:42])[CH3:41], predict the reaction product. (4) Given the reactants [Br:1][C:2]1[S:6][C:5]([C:7]2[S:8][CH:9]=[CH:10][CH:11]=2)=[CH:4][CH:3]=1.II.Br[C:15]1[CH:19]=[CH:18][S:17][C:16]=1[C:16]1[S:17][CH:18]=[CH:19][CH:15]=1.BrC1SC(Br)=CC=1, predict the reaction product. The product is: [Br:1][C:2]1[S:6][C:5]([C:7]2[S:8][C:9]([C:16]3[S:17][CH:18]=[CH:19][CH:15]=3)=[CH:10][CH:11]=2)=[CH:4][CH:3]=1. (5) Given the reactants [OH:1][C:2]1[CH:21]=[C:20]([OH:22])[C:19](S(O)(=O)=O)=[CH:18][C:3]=1[C:4]([C:6]1[CH:11]=[C:10](S(O)(=O)=O)[C:9](O)=[CH:8][C:7]=1O)=[O:5].[Na][Na], predict the reaction product. The product is: [OH:1][C:2]1[CH:21]=[C:20]([OH:22])[CH:19]=[CH:18][C:3]=1[C:4]([C:6]1[CH:11]=[CH:10][CH:9]=[CH:8][CH:7]=1)=[O:5]. (6) Given the reactants C(O)(=O)C.[CH3:5][C:6]1[CH:19]=[CH:18][C:9]([CH2:10][C:11]2[S:15][C:14]([CH:16]=O)=[CH:13][CH:12]=2)=[CH:8][CH:7]=1.[N+:20]([CH3:23])([O-:22])=[O:21].C([O-])(=O)C.[NH4+], predict the reaction product. The product is: [CH3:5][C:6]1[CH:19]=[CH:18][C:9]([CH2:10][C:11]2[S:15][C:14](/[CH:16]=[CH:23]/[N+:20]([O-:22])=[O:21])=[CH:13][CH:12]=2)=[CH:8][CH:7]=1. (7) Given the reactants C([O:8][N:9]1[C:18]2[C:13](=[CH:14][CH:15]=[CH:16][N:17]=2)[C:12]([N:19]2[CH2:28][CH2:27][C:26]3[C:21](=[CH:22][C:23](C(NCCC4C=CC=CC=4)=O)=[CH:24][CH:25]=3)[CH2:20]2)=[CH:11][C:10]1=[O:40])C1C=CC=CC=1.[CH3:41][CH2:42]O, predict the reaction product. The product is: [NH2:9][C:10]1[CH:11]=[C:12]([C:23]2[CH:22]=[C:21]3[C:26]([CH2:27][CH2:28][N:19]([C:12]4[C:13]5[C:18](=[N:17][CH:16]=[CH:15][CH:14]=5)[N:9]([OH:8])[C:10](=[O:40])[CH:11]=4)[CH2:20]3)=[CH:25][CH:24]=2)[CH:13]=[CH:41][CH:42]=1. (8) The product is: [F:1][C:2]([F:8])([F:7])[S:3]([O:34][C:15]1[CH:16]=[CH:17][C:18]2[C:19]3[C:20](=[N:21][N:22]([CH2:32][CH3:33])[C:23]=3[CH2:24][CH2:25][C:26]3[CH:31]=[CH:30][CH:29]=[CH:28][CH:27]=3)[C:11]([NH2:10])=[N:12][C:13]=2[CH:14]=1)(=[O:5])=[O:4]. Given the reactants [F:1][C:2]([F:8])([F:7])[S:3](N)(=[O:5])=[O:4].Cl.[NH2:10][C:11]1[C:20]2=[N:21][N:22]([CH2:32][CH3:33])[C:23]([CH2:24][CH2:25][C:26]3[CH:31]=[CH:30][CH:29]=[CH:28][CH:27]=3)=[C:19]2[C:18]2[CH:17]=[CH:16][C:15]([OH:34])=[CH:14][C:13]=2[N:12]=1.C(N(CC)CC)C.O, predict the reaction product.